This data is from Forward reaction prediction with 1.9M reactions from USPTO patents (1976-2016). The task is: Predict the product of the given reaction. Given the reactants C(N(CC)[CH2:4][CH2:5][O:6][C:7]1[CH:12]=[CH:11][C:10]([CH:13]([NH2:17])[CH2:14][CH2:15][CH3:16])=[CH:9][CH:8]=1)C.C(C1C=CC(OCC[O:32][CH2:33][CH2:34][O:35][CH2:36][CH2:37][N:38]([C:46]([O:48][C:49]([CH3:52])([CH3:51])[CH3:50])=[O:47])[C:39]([O:41][C:42]([CH3:45])([CH3:44])[CH3:43])=[O:40])=CC=1)(=O)CCC, predict the reaction product. The product is: [NH2:17][CH:13]([C:10]1[CH:9]=[CH:8][C:7]([O:6][CH2:5][CH2:4][O:32][CH2:33][CH2:34][O:35][CH2:36][CH2:37][N:38]([C:46]([O:48][C:49]([CH3:52])([CH3:51])[CH3:50])=[O:47])[C:39]([O:41][C:42]([CH3:43])([CH3:44])[CH3:45])=[O:40])=[CH:12][CH:11]=1)[CH2:14][CH2:15][CH3:16].